Dataset: Forward reaction prediction with 1.9M reactions from USPTO patents (1976-2016). Task: Predict the product of the given reaction. (1) Given the reactants [O:1]1CCCO[CH:2]1[C:7]1[CH:12]=[CH:11][C:10]([C:13]2[S:14][C:15]3[CH:21]=[C:20]([C:22]4([C:25]5[CH:30]=[CH:29][CH:28]=[CH:27][N:26]=5)[CH2:24][CH2:23]4)[CH:19]=[CH:18][C:16]=3[N:17]=2)=[C:9]([F:31])[CH:8]=1.Cl, predict the reaction product. The product is: [F:31][C:9]1[CH:8]=[C:7]([CH:12]=[CH:11][C:10]=1[C:13]1[S:14][C:15]2[CH:21]=[C:20]([C:22]3([C:25]4[CH:30]=[CH:29][CH:28]=[CH:27][N:26]=4)[CH2:24][CH2:23]3)[CH:19]=[CH:18][C:16]=2[N:17]=1)[CH:2]=[O:1]. (2) The product is: [CH3:21][N:22](/[CH:24]=[C:4]1/[CH:5]([C:8]2[CH:15]=[CH:14][C:11]([C:12]#[N:13])=[CH:10][C:9]=2[CH3:16])[CH2:6][CH2:7][C:2]([CH3:18])([CH3:1])[C:3]/1=[O:17])[CH3:23]. Given the reactants [CH3:1][C:2]1([CH3:18])[CH2:7][CH2:6][CH:5]([C:8]2[CH:15]=[CH:14][C:11]([C:12]#[N:13])=[CH:10][C:9]=2[CH3:16])[CH2:4][C:3]1=[O:17].CO[CH:21](OC)[N:22]([CH3:24])[CH3:23], predict the reaction product. (3) Given the reactants CN(C)[CH:3]=[CH:4][C:5]([C:7]1[S:11][C:10](=[O:12])[N:9]([CH2:13][CH3:14])[C:8]=1[CH3:15])=O.[N+]([O-])(O)=O.[CH3:21][O:22][C:23]1[N:28]=[CH:27][C:26]([NH:29][C:30]([NH2:32])=[NH:31])=[CH:25][CH:24]=1.C([O-])([O-])=O.[K+].[K+], predict the reaction product. The product is: [CH2:13]([N:9]1[C:8]([CH3:15])=[C:7]([C:5]2[CH:4]=[CH:3][N:32]=[C:30]([NH:29][C:26]3[CH:27]=[N:28][C:23]([O:22][CH3:21])=[CH:24][CH:25]=3)[N:31]=2)[S:11][C:10]1=[O:12])[CH3:14].